This data is from Forward reaction prediction with 1.9M reactions from USPTO patents (1976-2016). The task is: Predict the product of the given reaction. (1) Given the reactants [CH2:1]([O:3][C:4]([CH:6]([CH:10]=[CH:11][C:12]1[O:13][C:14]([CH2:17][CH3:18])=[CH:15][CH:16]=1)C(O)=O)=O)[CH3:2].C([O-])(=[O:21])C.[Na+].[C:24]([O:27][C:28](=O)[CH3:29])(=[O:26])C, predict the reaction product. The product is: [C:1]([O:3][C:4]1[C:16]2[CH:15]=[C:14]([CH2:17][CH3:18])[O:13][C:12]=2[CH:11]=[C:10]([C:24]([O:27][CH2:28][CH3:29])=[O:26])[CH:6]=1)(=[O:21])[CH3:2]. (2) Given the reactants [Br:1][C:2]1[CH:7]=[CH:6][CH:5]=[C:4]([CH2:8]Br)[CH:3]=1.P(OCC)(OCC)OCC.O=[C:21]1[CH2:26][CH2:25][N:24]([C:27]([O:29][C:30]([CH3:33])([CH3:32])[CH3:31])=[O:28])[CH2:23][CH2:22]1.[H-].[Na+], predict the reaction product. The product is: [Br:1][C:2]1[CH:3]=[C:4]([CH:5]=[CH:6][CH:7]=1)[CH:8]=[C:21]1[CH2:26][CH2:25][N:24]([C:27]([O:29][C:30]([CH3:33])([CH3:32])[CH3:31])=[O:28])[CH2:23][CH2:22]1. (3) Given the reactants [OH-].[Li+].C[O:4][C:5](=[O:25])[C:6]1[CH:11]=[C:10]([N:12]2[CH2:17][CH2:16][CH2:15][CH2:14][S:13]2(=[O:19])=[O:18])[N:9]=[C:8]([NH:20][CH:21]([CH2:23][CH3:24])[CH3:22])[CH:7]=1, predict the reaction product. The product is: [CH:21]([NH:20][C:8]1[CH:7]=[C:6]([CH:11]=[C:10]([N:12]2[CH2:17][CH2:16][CH2:15][CH2:14][S:13]2(=[O:19])=[O:18])[N:9]=1)[C:5]([OH:25])=[O:4])([CH2:23][CH3:24])[CH3:22]. (4) Given the reactants C(OC([N:11]([CH2:21][C@H:22]([NH:28][C:29](=[O:34])[CH2:30][C:31]([OH:33])=O)[C@@H:23]([OH:27])[CH2:24][CH2:25][CH3:26])[CH2:12][C:13]1[CH:18]=[CH:17][C:16]([CH3:19])=[CH:15][C:14]=1[CH3:20])=O)C1C=CC=CC=1.[Br:35][C:36]1[CH:37]=[C:38]([CH:40]=[C:41]([C:43]([F:46])([F:45])[F:44])[CH:42]=1)[NH2:39].C(N(CC)C(C)C)(C)C.CN(C(ON1N=NC2C=CC=NC1=2)=[N+](C)C)C.F[P-](F)(F)(F)(F)F, predict the reaction product. The product is: [Br:35][C:36]1[CH:37]=[C:38]([NH:39][C:31](=[O:33])[CH2:30][C:29]([NH:28][C@@H:22]([CH2:21][NH:11][CH2:12][C:13]2[CH:18]=[CH:17][C:16]([CH3:19])=[CH:15][C:14]=2[CH3:20])[C@@H:23]([OH:27])[CH2:24][CH2:25][CH3:26])=[O:34])[CH:40]=[C:41]([C:43]([F:45])([F:46])[F:44])[CH:42]=1. (5) Given the reactants [CH:1]12[CH2:10][CH:5]3[CH2:6][CH:7]([CH2:9][CH:3]([CH2:4]3)[CH:2]1[N:11]1[C:14](=[O:15])[C:13]([CH3:17])([CH3:16])[NH:12]1)[CH2:8]2.[F:18][C:19]1[C:20]([CH3:27])=[C:21]([CH:24]=[CH:25][CH:26]=1)[CH2:22]Br, predict the reaction product. The product is: [F:18][C:19]1[C:20]([CH3:27])=[C:21]([CH:24]=[CH:25][CH:26]=1)[CH2:22][N:12]1[C:13]([CH3:17])([CH3:16])[C:14](=[O:15])[N:11]1[CH:2]1[CH:3]2[CH2:4][CH:5]3[CH2:6][CH:7]([CH2:8][CH:1]1[CH2:10]3)[CH2:9]2. (6) The product is: [Cl:1][C:2]1[CH:33]=[CH:32][CH:31]=[C:30]([Cl:34])[C:3]=1[C:4]1[NH:6][C:7](=[O:8])[N:9]([C:18]2[CH:23]=[CH:22][C:21]([C:24]([O:26][CH3:27])=[O:25])=[C:20]([O:28][CH3:29])[CH:19]=2)[N:10]=1. Given the reactants [Cl:1][C:2]1[CH:33]=[CH:32][CH:31]=[C:30]([Cl:34])[C:3]=1[C:4]([NH:6][C:7]([N:9]([C:18]1[CH:23]=[CH:22][C:21]([C:24]([O:26][CH3:27])=[O:25])=[C:20]([O:28][CH3:29])[CH:19]=1)[NH:10]C(OC(C)(C)C)=O)=[O:8])=O.FC(F)(F)C(O)=O, predict the reaction product.